From a dataset of Human liver microsome stability data. Regression/Classification. Given a drug SMILES string, predict its absorption, distribution, metabolism, or excretion properties. Task type varies by dataset: regression for continuous measurements (e.g., permeability, clearance, half-life) or binary classification for categorical outcomes (e.g., BBB penetration, CYP inhibition). Dataset: hlm. The molecule is Oc1c2ccc(Oc3ccc(Cl)cc3)cc2nc2cc(F)cc(F)c12. The result is 0 (unstable in human liver microsomes).